Dataset: Forward reaction prediction with 1.9M reactions from USPTO patents (1976-2016). Task: Predict the product of the given reaction. (1) Given the reactants [CH3:1][N:2]1[CH:6]=[CH:5][C:4]([NH:7][C:8]([C:10]2[CH:20]=[C:19]([O:21][CH2:22][C:23]3[CH:28]=[CH:27][CH:26]=[CH:25][CH:24]=3)[C:13]3[CH2:14][CH:15]([CH2:17][OH:18])[O:16][C:12]=3[CH:11]=2)=[O:9])=[N:3]1.CC(OI1(OC(C)=O)(OC(C)=O)OC(=O)C2C=CC=CC1=2)=O, predict the reaction product. The product is: [CH3:1][N:2]1[CH:6]=[CH:5][C:4]([NH:7][C:8]([C:10]2[CH:20]=[C:19]([O:21][CH2:22][C:23]3[CH:28]=[CH:27][CH:26]=[CH:25][CH:24]=3)[C:13]3[CH2:14][CH:15]([CH:17]=[O:18])[O:16][C:12]=3[CH:11]=2)=[O:9])=[N:3]1. (2) Given the reactants Cl[O-].[Na+].[CH:4]1([CH2:7][CH:8]([O:12][CH2:13]/[CH:14]=[N:15]/[OH:16])[CH2:9][CH:10]=[CH2:11])[CH2:6][CH2:5]1.C(N(CC)CC)C, predict the reaction product. The product is: [CH:4]1([CH2:7][C@@H:8]2[O:12][CH2:13][C:14]3=[N:15][O:16][CH2:11][C@@H:10]3[CH2:9]2)[CH2:5][CH2:6]1. (3) Given the reactants C([O:4][CH2:5][CH2:6][C:7]1[CH:12]=[C:11]([F:13])[C:10]([N:14]2[C:19]([NH2:20])=[C:18]([C:21](=[O:29])[C:22]3[CH:27]=[CH:26][C:25]([F:28])=[CH:24][CH:23]=3)[CH:17]=[CH:16][C:15]2=[O:30])=[C:9]([F:31])[CH:8]=1)(=O)C, predict the reaction product. The product is: [NH2:20][C:19]1[N:14]([C:10]2[C:11]([F:13])=[CH:12][C:7]([CH2:6][CH2:5][OH:4])=[CH:8][C:9]=2[F:31])[C:15](=[O:30])[CH:16]=[CH:17][C:18]=1[C:21](=[O:29])[C:22]1[CH:23]=[CH:24][C:25]([F:28])=[CH:26][CH:27]=1. (4) Given the reactants [NH2:1][C:2]1[C:3]([C:9]([O:11][CH3:12])=[O:10])=[N:4][C:5](Br)=[CH:6][N:7]=1.[B:13]1([B:13]2[O:17][C:16]([CH3:19])([CH3:18])[C:15]([CH3:21])([CH3:20])[O:14]2)[O:17][C:16]([CH3:19])([CH3:18])[C:15]([CH3:21])([CH3:20])[O:14]1.CC([O-])=O.[K+], predict the reaction product. The product is: [NH2:1][C:2]1[C:3]([C:9]([O:11][CH3:12])=[O:10])=[N:4][C:5]([B:13]2[O:17][C:16]([CH3:19])([CH3:18])[C:15]([CH3:21])([CH3:20])[O:14]2)=[CH:6][N:7]=1. (5) Given the reactants [CH:1]([C:4]1[CH:13]=[C:12]2[C:7]([C:8](=[O:20])[N:9]([NH:15][S:16]([CH3:19])(=[O:18])=[O:17])[C:10](=[O:14])[NH:11]2)=[CH:6][C:5]=1[C:21]1[N:22]([CH3:26])[N:23]=[CH:24][CH:25]=1)([CH3:3])[CH3:2].[C:27](Cl)(=[O:31])[CH2:28][CH2:29][CH3:30], predict the reaction product. The product is: [C:27]([N:15]([N:9]1[C:8](=[O:20])[C:7]2[C:12](=[CH:13][C:4]([CH:1]([CH3:3])[CH3:2])=[C:5]([C:21]3[N:22]([CH3:26])[N:23]=[CH:24][CH:25]=3)[CH:6]=2)[N:11]([C:8](=[O:20])[CH2:7][CH2:6][CH3:5])[C:10]1=[O:14])[S:16]([CH3:19])(=[O:17])=[O:18])(=[O:31])[CH2:28][CH2:29][CH3:30]. (6) Given the reactants [O:1]=[C:2]1[N:6]([C:7]2[CH:12]=[CH:11][CH:10]=[CH:9][CH:8]=2)[CH2:5][C:4]2([CH2:17][CH2:16][CH:15]([C:18]([O:20]CC)=[O:19])[CH2:14][CH2:13]2)[O:3]1.O.[OH-].[Li+].Cl, predict the reaction product. The product is: [O:1]=[C:2]1[N:6]([C:7]2[CH:12]=[CH:11][CH:10]=[CH:9][CH:8]=2)[CH2:5][C:4]2([CH2:17][CH2:16][CH:15]([C:18]([OH:20])=[O:19])[CH2:14][CH2:13]2)[O:3]1.